From a dataset of Reaction yield outcomes from USPTO patents with 853,638 reactions. Predict the reaction yield, written as a fraction of the theoretical maximum amount of product (1.0 means a 100% yield; for example, 0.34 means a 34% yield). (1) The reactants are [Cl:1][C:2]1[CH:7]=[CH:6][C:5]([C@H:8]2[C@H:13]([OH:14])[C@@H:12]([OH:15])[C@H:11]([OH:16])[C@@H:10]([CH2:17][OH:18])[O:9]2)=[CH:4][C:3]=1[CH2:19][C:20]1[S:21][C:22]([C:25]2[O:26][CH:27]=[CH:28][CH:29]=2)=[CH:23][N:24]=1.[NH:30]([C:39]([O:41][C:42]([CH3:45])([CH3:44])[CH3:43])=[O:40])[C@H:31]([C:36](O)=[O:37])[C@H:32]([CH2:34][CH3:35])[CH3:33].CCN=C=NCCCN(C)C.Cl. The catalyst is CN(C1C=CN=CC=1)C.CN(C=O)C. The product is [C:42]([O:41][C:39]([NH:30][C@@H:31]([C@@H:32]([CH3:33])[CH2:34][CH3:35])[C:36]([O:18][CH2:17][C@@H:10]1[C@@H:11]([OH:16])[C@H:12]([OH:15])[C@@H:13]([OH:14])[C@H:8]([C:5]2[CH:6]=[CH:7][C:2]([Cl:1])=[C:3]([CH2:19][C:20]3[S:21][C:22]([C:25]4[O:26][CH:27]=[CH:28][CH:29]=4)=[CH:23][N:24]=3)[CH:4]=2)[O:9]1)=[O:37])=[O:40])([CH3:45])([CH3:44])[CH3:43]. The yield is 0.240. (2) The reactants are [NH2:1][C:2]1[CH:7]=[C:6]([F:8])[C:5]([N+:9]([O-:11])=[O:10])=[CH:4][C:3]=1[C:12]#[C:13][C:14]([CH3:22])([CH3:21])[CH2:15][C:16]([O:18][CH2:19][CH3:20])=[O:17].C(OCC)(=O)C. The catalyst is CC#N.Cl[Pd]Cl. The product is [F:8][C:6]1[CH:7]=[C:2]2[C:3]([CH:12]=[C:13]([C:14]([CH3:21])([CH3:22])[CH2:15][C:16]([O:18][CH2:19][CH3:20])=[O:17])[NH:1]2)=[CH:4][C:5]=1[N+:9]([O-:11])=[O:10]. The yield is 0.980. (3) The reactants are [Cl:1][C:2]1[N:3]=[C:4]([CH3:18])[CH:5]=[C:6]2[C:11]=1[NH:10][CH:9]=[C:8]([C:12]([O:14][CH2:15][CH3:16])=[O:13])[C:7]2=[O:17].[C:19]([O-])([O-])=O.[K+].[K+].IC.O. The catalyst is CN(C=O)C. The product is [Cl:1][C:2]1[N:3]=[C:4]([CH3:18])[CH:5]=[C:6]2[C:11]=1[N:10]([CH3:19])[CH:9]=[C:8]([C:12]([O:14][CH2:15][CH3:16])=[O:13])[C:7]2=[O:17]. The yield is 0.370. (4) The reactants are [CH3:1][C:2]1[N:29]=[C:5]2[NH:6][C:7](=[O:28])[C:8]([CH2:13][C:14]3[CH:19]=[CH:18][C:17]([C:20]4[C:21]([C:26]#[N:27])=[CH:22][CH:23]=[CH:24][CH:25]=4)=[CH:16][CH:15]=3)=[C:9]([CH2:10][CH2:11][CH3:12])[N:4]2[N:3]=1.[C:30]1([C:36]2([CH2:39]O)[CH2:38][CH2:37]2)[CH:35]=[CH:34][CH:33]=[CH:32][CH:31]=1.C(P(CCCC)CCCC)CCC.N(C(N1CCCCC1)=O)=NC(N1CCCCC1)=O. The catalyst is C1COCC1.C(OCC)(=O)C. The product is [CH3:1][C:2]1[N:29]=[C:5]2[N:6]([CH2:39][C:36]3([C:30]4[CH:35]=[CH:34][CH:33]=[CH:32][CH:31]=4)[CH2:38][CH2:37]3)[C:7](=[O:28])[C:8]([CH2:13][C:14]3[CH:19]=[CH:18][C:17]([C:20]4[C:21]([C:26]#[N:27])=[CH:22][CH:23]=[CH:24][CH:25]=4)=[CH:16][CH:15]=3)=[C:9]([CH2:10][CH2:11][CH3:12])[N:4]2[N:3]=1. The yield is 0.210. (5) The reactants are CCN(C(C)C)C(C)C.[F:10][C:11]1[CH:19]=[CH:18][CH:17]=[C:16]([F:20])[C:12]=1[C:13]([OH:15])=O.C1C=CC2N(O)N=NC=2C=1.CCN=C=NCCCN(C)C.[O:42]=[C:43]([N:60]1[CH2:65][CH2:64][NH:63][CH2:62][CH2:61]1)[CH2:44][NH:45][C:46]([C:48]1[CH:53]=[CH:52][C:51]([C:54]2[CH:59]=[CH:58][CH:57]=[CH:56][CH:55]=2)=[CH:50][CH:49]=1)=[O:47]. The catalyst is CN(C=O)C.O. The product is [F:20][C:16]1[CH:17]=[CH:18][CH:19]=[C:11]([F:10])[C:12]=1[C:13]([N:63]1[CH2:62][CH2:61][N:60]([C:43](=[O:42])[CH2:44][NH:45][C:46]([C:48]2[CH:53]=[CH:52][C:51]([C:54]3[CH:59]=[CH:58][CH:57]=[CH:56][CH:55]=3)=[CH:50][CH:49]=2)=[O:47])[CH2:65][CH2:64]1)=[O:15]. The yield is 0.384.